Task: Predict the product of the given reaction.. Dataset: Forward reaction prediction with 1.9M reactions from USPTO patents (1976-2016) (1) Given the reactants CN(C(ON1N=NC2C=CC=NC1=2)=[N+](C)C)C.F[P-](F)(F)(F)(F)F.[OH:25][C:26]([C:28](F)(F)F)=O.[CH2:32]([O:39][N:40]1[C:46](=[O:47])[N:45]2[CH2:48][C@H:41]1[CH2:42][CH2:43][C@H:44]2[C:49]([NH:51][NH2:52])=[O:50])[C:33]1[CH:38]=[CH:37][CH:36]=[CH:35][CH:34]=1.C(O)(=O)C.CCN(C(C)C)C(C)C, predict the reaction product. The product is: [C:26]([N:51]([C:49]([C@@H:44]1[CH2:43][CH2:42][C@@H:41]2[CH2:48][N:45]1[C:46](=[O:47])[N:40]2[O:39][CH2:32][C:33]1[CH:38]=[CH:37][CH:36]=[CH:35][CH:34]=1)=[O:50])[NH2:52])(=[O:25])[CH3:28]. (2) Given the reactants [NH:1]1[C:9]2[C:4](=[N:5][C:6]([C:10](=[O:12])[CH3:11])=[CH:7][CH:8]=2)[CH:3]=[CH:2]1.[Cl:13]N1C(=O)CCC1=O, predict the reaction product. The product is: [Cl:13][C:3]1[C:4]2=[N:5][C:6]([C:10](=[O:12])[CH3:11])=[CH:7][CH:8]=[C:9]2[NH:1][CH:2]=1. (3) Given the reactants [CH3:1][N:2]1[C:6]([NH:7][C:8](=[O:26])[C@@H:9]([NH:17][CH2:18][C:19]([O:21]C(C)(C)C)=[O:20])[CH2:10][C:11]2[CH:16]=[CH:15][CH:14]=[CH:13][CH:12]=2)=[CH:5][C:4]([C:27]2[CH:32]=[CH:31][N:30]=[CH:29][CH:28]=2)=[N:3]1.[ClH:33], predict the reaction product. The product is: [ClH:33].[ClH:33].[Cl:33][C:31]1[CH:32]=[C:27]([C:4]2[CH:5]=[C:6]([NH:7][C:8](=[O:26])[C@@H:9]([NH:17][CH2:18][C:19]([OH:21])=[O:20])[CH2:10][C:11]3[CH:16]=[CH:15][CH:14]=[CH:13][CH:12]=3)[N:2]([CH3:1])[N:3]=2)[CH:28]=[CH:29][N:30]=1. (4) Given the reactants [CH3:1][O:2][C:3]1[CH:8]=[C:7]([N:9]2[CH2:14][CH2:13][O:12][CH2:11][CH2:10]2)[C:6]([N+:15]([O-])=O)=[CH:5][C:4]=1[NH:18][C:19]1[N:24]=[C:23]([N:25]2[CH:29]=[C:28]([CH:30]=O)[C:27]([C:32]3[CH:37]=[CH:36][CH:35]=[CH:34][CH:33]=3)=[N:26]2)[CH:22]=[CH:21][N:20]=1.[CH3:38][NH:39][CH3:40], predict the reaction product. The product is: [CH3:38][N:39]([CH2:30][C:28]1[C:27]([C:32]2[CH:33]=[CH:34][CH:35]=[CH:36][CH:37]=2)=[N:26][N:25]([C:23]2[CH:22]=[CH:21][N:20]=[C:19]([NH:18][C:4]3[C:3]([O:2][CH3:1])=[CH:8][C:7]([N:9]4[CH2:14][CH2:13][O:12][CH2:11][CH2:10]4)=[C:6]([NH:15][C:3](=[O:2])[CH:4]=[CH2:5])[CH:5]=3)[N:24]=2)[CH:29]=1)[CH3:40].